From a dataset of Forward reaction prediction with 1.9M reactions from USPTO patents (1976-2016). Predict the product of the given reaction. (1) The product is: [O:27]=[C:25]1[C:23]2[CH:22]=[CH:21][N:20]=[C:19]3[NH:18][CH:17]=[C:16]([C:24]=23)[CH2:15][N:14]1[CH2:13][CH:10]1[CH2:11][CH2:12][N:8]([C:6]([O:5][C:1]([CH3:3])([CH3:4])[CH3:2])=[O:7])[CH2:9]1. Given the reactants [C:1]([O:5][C:6]([N:8]1[CH2:12][CH2:11][CH:10]([CH2:13][NH:14][CH2:15][C:16]2[C:24]3[C:23]([C:25]([OH:27])=O)=[CH:22][CH:21]=[N:20][C:19]=3[NH:18][CH:17]=2)[CH2:9]1)=[O:7])([CH3:4])([CH3:3])[CH3:2].CN(C(ON1N=NC2C=CC=NC1=2)=[N+](C)C)C.F[P-](F)(F)(F)(F)F, predict the reaction product. (2) Given the reactants Cl[C:2]1[N:7]=[C:6]([CH3:8])[N:5]=[C:4]([C:9]#[N:10])[CH:3]=1.[OH:11][C:12]1[CH:17]=[CH:16][C:15]([CH2:18][S:19]([NH2:22])(=[O:21])=[O:20])=[CH:14][CH:13]=1.C(=O)([O-])[O-].[K+].[K+], predict the reaction product. The product is: [C:9]([C:4]1[N:5]=[C:6]([CH3:8])[N:7]=[C:2]([O:11][C:12]2[CH:17]=[CH:16][C:15]([CH2:18][S:19]([NH2:22])(=[O:20])=[O:21])=[CH:14][CH:13]=2)[CH:3]=1)#[N:10]. (3) The product is: [NH2:1][C:2]1[S:3][C:4]([I:18])=[C:5]([C:7]([O:9][CH3:10])=[O:8])[N:6]=1. Given the reactants [NH2:1][C:2]1[S:3][CH:4]=[C:5]([C:7]([O:9][CH3:10])=[O:8])[N:6]=1.C1C(=O)N([I:18])C(=O)C1, predict the reaction product. (4) Given the reactants [H-].[Na+].O[C@@H]1[C@H](COS(C)(=O)=O)CN(C(OC(C)(C)C)=O)C1.C(S)CCCCC.Cl.[CH2:30]([S:36][CH2:37][C@@H:38]1[C@@H:42]([OH:43])[CH2:41][N:40](C(OC(C)(C)C)=O)[CH2:39]1)[CH2:31][CH2:32][CH2:33][CH2:34][CH3:35], predict the reaction product. The product is: [CH2:30]([S:36][CH2:37][C@H:38]1[CH2:39][NH:40][CH2:41][C@@H:42]1[OH:43])[CH2:31][CH2:32][CH2:33][CH2:34][CH3:35].